The task is: Predict the product of the given reaction.. This data is from Forward reaction prediction with 1.9M reactions from USPTO patents (1976-2016). (1) Given the reactants [C:1]([C:3]1[C:4]([N:18]2[CH2:23][CH2:22][NH:21][CH2:20][CH2:19]2)=[N:5][C:6]([C:14]([F:17])([F:16])[F:15])=[C:7]([CH:13]=1)[C:8]([O:10][CH2:11][CH3:12])=[O:9])#[N:2].[F:24][C:25]1[CH:30]=[CH:29][C:28]([CH2:31][N:32]=[C:33]=[O:34])=[CH:27][CH:26]=1, predict the reaction product. The product is: [C:1]([C:3]1[C:4]([N:18]2[CH2:23][CH2:22][N:21]([C:33]([NH:32][CH2:31][C:28]3[CH:29]=[CH:30][C:25]([F:24])=[CH:26][CH:27]=3)=[O:34])[CH2:20][CH2:19]2)=[N:5][C:6]([C:14]([F:15])([F:17])[F:16])=[C:7]([CH:13]=1)[C:8]([O:10][CH2:11][CH3:12])=[O:9])#[N:2]. (2) Given the reactants [Cl:1][C:2]1[CH:7]=[CH:6][C:5]([C:8]2[CH:12]=[C:11]([OH:13])[N:10]([CH3:14])[N:9]=2)=[C:4]([F:15])[CH:3]=1.[OH-].[Na+].Cl[CH:19]([F:21])[F:20], predict the reaction product. The product is: [Cl:1][C:2]1[CH:7]=[CH:6][C:5]([C:8]2[CH:12]=[C:11]([O:13][CH:19]([F:21])[F:20])[N:10]([CH3:14])[N:9]=2)=[C:4]([F:15])[CH:3]=1. (3) Given the reactants Cl[C:2]1[C:21]([C:22]2[N:26](C3CCCCO3)[N:25]=[CH:24][CH:23]=2)=[CH:20][C:5]([C:6]([NH:8][C:9]2[CH:14]=[CH:13][C:12]([O:15][C:16]([Cl:19])([F:18])[F:17])=[CH:11][CH:10]=2)=[O:7])=[CH:4][N:3]=1.[NH:33]1[CH2:38][CH2:37][O:36][CH2:35][CH2:34]1, predict the reaction product. The product is: [Cl:19][C:16]([F:17])([F:18])[O:15][C:12]1[CH:11]=[CH:10][C:9]([NH:8][C:6](=[O:7])[C:5]2[CH:20]=[C:21]([C:22]3[NH:26][N:25]=[CH:24][CH:23]=3)[C:2]([N:33]3[CH2:38][CH2:37][O:36][CH2:35][CH2:34]3)=[N:3][CH:4]=2)=[CH:14][CH:13]=1. (4) Given the reactants [Cl:1][C:2]1[C:14]([O:15][C:16]2[N:20]([CH3:21])[N:19]=[C:18]([CH3:22])[C:17]=2[CH3:23])=[CH:13][C:5]([O:6][C@@H:7]([CH3:12])[C:8]([O:10][CH3:11])=[O:9])=[C:4]([CH:24]=O)[CH:3]=1.Cl.[NH2:27][OH:28].C([O-])(=O)C.[Na+], predict the reaction product. The product is: [Cl:1][C:2]1[C:14]([O:15][C:16]2[N:20]([CH3:21])[N:19]=[C:18]([CH3:22])[C:17]=2[CH3:23])=[CH:13][C:5]([O:6][C@@H:7]([CH3:12])[C:8]([O:10][CH3:11])=[O:9])=[C:4](/[CH:24]=[N:27]/[OH:28])[CH:3]=1.